From a dataset of Forward reaction prediction with 1.9M reactions from USPTO patents (1976-2016). Predict the product of the given reaction. (1) Given the reactants C([O:3][C:4]([C:6]1([S:20]([C:23]2[CH:28]=[CH:27][C:26]([O:29][CH2:30][C:31]#[C:32][CH2:33][CH3:34])=[CH:25][CH:24]=2)(=[O:22])=[O:21])[CH2:11][CH2:10][N:9]([CH2:12][C:13]2[CH:18]=[CH:17][C:16]([Br:19])=[CH:15][CH:14]=2)[CH2:8][CH2:7]1)=[O:5])C.CO.[OH-].[Na+], predict the reaction product. The product is: [Br:19][C:16]1[CH:15]=[CH:14][C:13]([CH2:12][N:9]2[CH2:10][CH2:11][C:6]([S:20]([C:23]3[CH:24]=[CH:25][C:26]([O:29][CH2:30][C:31]#[C:32][CH2:33][CH3:34])=[CH:27][CH:28]=3)(=[O:22])=[O:21])([C:4]([OH:5])=[O:3])[CH2:7][CH2:8]2)=[CH:18][CH:17]=1. (2) Given the reactants C[O:2][C:3](=[O:32])[CH2:4][O:5][C:6]1[CH:14]=[C:13]2[CH2:15][CH2:16][CH2:17][C:12]2=[C:11]2[C:7]=1[C:8]([C:27](=[O:31])[C:28]([NH2:30])=[O:29])=[C:9]([CH3:26])[N:10]2[CH2:18][C:19]1[CH:24]=[CH:23][CH:22]=[CH:21][C:20]=1[F:25].[OH-].[Li+], predict the reaction product. The product is: [NH2:30][C:28](=[O:29])[C:27]([C:8]1[C:7]2[C:11](=[C:12]3[CH2:17][CH2:16][CH2:15][C:13]3=[CH:14][C:6]=2[O:5][CH2:4][C:3]([OH:32])=[O:2])[N:10]([CH2:18][C:19]2[CH:24]=[CH:23][CH:22]=[CH:21][C:20]=2[F:25])[C:9]=1[CH3:26])=[O:31].